This data is from Catalyst prediction with 721,799 reactions and 888 catalyst types from USPTO. The task is: Predict which catalyst facilitates the given reaction. (1) Reactant: [S:1]1[CH:5]=[CH:4][N:3]=[C:2]1[N:6]1[CH2:11][CH2:10][CH:9]([C:12]([O:14]CC)=[O:13])[CH2:8][CH2:7]1.[Li+:17].[OH-]. Product: [S:1]1[CH:5]=[CH:4][N:3]=[C:2]1[N:6]1[CH2:11][CH2:10][CH:9]([C:12]([O-:14])=[O:13])[CH2:8][CH2:7]1.[Li+:17]. The catalyst class is: 5. (2) Reactant: [Cl:1][C:2]1[CH:3]=[C:4]2[C:9](=[C:10]([O:12]C)[CH:11]=1)[NH:8][C:7](=[O:14])[C:6]([CH:15]=[O:16])=[CH:5]2.C([S-])C.[Na+]. Product: [Cl:1][C:2]1[CH:3]=[C:4]2[C:9](=[C:10]([OH:12])[CH:11]=1)[NH:8][C:7](=[O:14])[C:6]([CH:15]=[O:16])=[CH:5]2. The catalyst class is: 517. (3) Reactant: Cl[C:2]1[CH:7]=[CH:6][N:5]=[C:4]([N:8]2[C:20](=[O:21])[C:19]3[N:11]([C:12]4[C@H:13]5[CH2:22][C@@H:16]([C:17]=4[CH:18]=3)[CH2:15][CH2:14]5)[CH2:10][CH2:9]2)[C:3]=1[CH:23]=[O:24].[CH3:25][N:26]1[CH:31]=[C:30](B2OC(C)(C)C(C)(C)O2)[CH:29]=[C:28]([NH:41][C:42]2[CH:47]=[CH:46][C:45]([N:48]3[CH2:53][CH2:52][N:51]([CH:54]4[CH2:57][O:56][CH2:55]4)[CH2:50][C@@H:49]3[CH3:58])=[CH:44][N:43]=2)[C:27]1=[O:59].C([O-])(=O)C.[Na+]. Product: [CH3:25][N:26]1[C:27](=[O:59])[C:28]([NH:41][C:42]2[CH:47]=[CH:46][C:45]([N:48]3[CH2:53][CH2:52][N:51]([CH:54]4[CH2:55][O:56][CH2:57]4)[CH2:50][C@@H:49]3[CH3:58])=[CH:44][N:43]=2)=[CH:29][C:30]([C:2]2[CH:7]=[CH:6][N:5]=[C:4]([N:8]3[C:20](=[O:21])[C:19]4[N:11]([C:12]5[C@H:13]6[CH2:22][C@@H:16]([C:17]=5[CH:18]=4)[CH2:15][CH2:14]6)[CH2:10][CH2:9]3)[C:3]=2[CH:23]=[O:24])=[CH:31]1. The catalyst class is: 379. (4) Reactant: [CH3:1][CH2:2][CH2:3][CH:4]([NH:8][C:9]([C:11]1[CH:19]=[CH:18][C:14]2[O:15][CH2:16][O:17][C:13]=2[CH:12]=1)=O)[CH2:5][CH2:6][CH3:7].COC1C=CC(P2(SP(C3C=CC(OC)=CC=3)(=S)S2)=[S:29])=CC=1. Product: [CH3:1][CH2:2][CH2:3][CH:4]([NH:8][C:9]([C:11]1[CH:19]=[CH:18][C:14]2[O:15][CH2:16][O:17][C:13]=2[CH:12]=1)=[S:29])[CH2:5][CH2:6][CH3:7]. The catalyst class is: 11.